From a dataset of Forward reaction prediction with 1.9M reactions from USPTO patents (1976-2016). Predict the product of the given reaction. (1) Given the reactants Cl[C:2]1[CH:3]=[CH:4][C:5]2[N:6]([C:8]([C:11]([C:14]3[CH:22]=[CH:21][C:20]4[C:16](=[CH:17][N:18]([CH2:23][O:24][CH2:25][CH2:26][Si:27]([CH3:30])([CH3:29])[CH3:28])[N:19]=4)[CH:15]=3)([OH:13])[CH3:12])=[CH:9][N:10]=2)[N:7]=1.[CH3:31][N:32]1[CH:36]=[C:35](B2OC(C)(C)C(C)(C)O2)[CH:34]=[N:33]1.C([O-])([O-])=O.[K+].[K+].CCOC(C)=O, predict the reaction product. The product is: [CH3:31][N:32]1[CH:36]=[C:35]([C:2]2[CH:3]=[CH:4][C:5]3[N:6]([C:8]([C:11]([C:14]4[CH:22]=[CH:21][C:20]5[C:16](=[CH:17][N:18]([CH2:23][O:24][CH2:25][CH2:26][Si:27]([CH3:30])([CH3:29])[CH3:28])[N:19]=5)[CH:15]=4)([OH:13])[CH3:12])=[CH:9][N:10]=3)[N:7]=2)[CH:34]=[N:33]1. (2) Given the reactants [Br:1][C:2]1[C:13](=[O:14])[NH:12][C:5]2[N:6]=[C:7]([S:10][CH3:11])[N:8]=[CH:9][C:4]=2[CH:3]=1.O[CH2:16][CH:17]1[CH2:22][CH2:21][N:20]([C:23]([O:25][C:26]([CH3:29])([CH3:28])[CH3:27])=[O:24])[CH2:19][CH2:18]1.C1C=CC(P(C2C=CC=CC=2)C2C=CC=CC=2)=CC=1.CC(OC(/N=N/C(OC(C)C)=O)=O)C, predict the reaction product. The product is: [Br:1][C:2]1[C:13](=[O:14])[N:12]([CH2:16][CH:17]2[CH2:22][CH2:21][N:20]([C:23]([O:25][C:26]([CH3:27])([CH3:29])[CH3:28])=[O:24])[CH2:19][CH2:18]2)[C:5]2[N:6]=[C:7]([S:10][CH3:11])[N:8]=[CH:9][C:4]=2[CH:3]=1. (3) The product is: [CH:13]([Si:4]([CH:1]([CH3:3])[CH3:2])([CH:10]([CH3:12])[CH3:11])[C:5]1[O:6][C:7]([CH2:24][OH:25])=[CH:8][N:9]=1)([CH3:15])[CH3:14]. Given the reactants [CH:1]([Si:4]([CH:13]([CH3:15])[CH3:14])([CH:10]([CH3:12])[CH3:11])[C:5]1[O:6][CH:7]=[CH:8][N:9]=1)([CH3:3])[CH3:2].[Li]CCCC.CN([CH:24]=[O:25])C.[BH4-].[Na+], predict the reaction product. (4) Given the reactants [Br:1][C:2]1[CH:7]=[CH:6][C:5]([N:8]([CH3:10])[CH3:9])=[CH:4][C:3]=1[CH2:11][OH:12].[H-].[Na+].[CH3:15]I, predict the reaction product. The product is: [Br:1][C:2]1[CH:7]=[CH:6][C:5]([N:8]([CH3:9])[CH3:10])=[CH:4][C:3]=1[CH2:11][O:12][CH3:15]. (5) Given the reactants CC(C)([O-])C.[K+].[O:7]1[CH2:12][CH2:11][CH:10]([CH2:13][OH:14])[CH2:9][CH2:8]1.F[C:16]1[CH:23]=[CH:22][C:21]([C:24]2[N:29]=[C:28]([NH:30][C:31]3[CH:36]=[CH:35][C:34]([N:37]4[CH2:42][CH2:41][N:40]([CH:43]5[CH2:46][O:45][CH2:44]5)[CH2:39][CH2:38]4)=[CH:33][CH:32]=3)[N:27]=[CH:26][N:25]=2)=[CH:20][C:17]=1[C:18]#[N:19], predict the reaction product. The product is: [O:45]1[CH2:44][CH:43]([N:40]2[CH2:41][CH2:42][N:37]([C:34]3[CH:33]=[CH:32][C:31]([NH:30][C:28]4[N:27]=[CH:26][N:25]=[C:24]([C:21]5[CH:22]=[CH:23][C:16]([O:14][CH2:13][CH:10]6[CH2:11][CH2:12][O:7][CH2:8][CH2:9]6)=[C:17]([CH:20]=5)[C:18]#[N:19])[N:29]=4)=[CH:36][CH:35]=3)[CH2:38][CH2:39]2)[CH2:46]1. (6) Given the reactants [Br:1][C:2]1[C:3](=[O:35])[N:4]([C:25]2[CH:26]=[C:27]([CH:31]=[CH:32][C:33]=2[CH3:34])[C:28](O)=[O:29])[C:5]([CH3:24])=[CH:6][C:7]=1[O:8][CH2:9][C:10]1[CH:15]=[CH:14][C:13]([F:16])=[CH:12][C:11]=1[CH2:17][NH:18][C:19]([NH:21][CH2:22][CH3:23])=[O:20].ClC(OCC(C)C)=O.[CH3:44][N:45]1CCOCC1.CN, predict the reaction product. The product is: [Br:1][C:2]1[C:3](=[O:35])[N:4]([C:25]2[CH:26]=[C:27]([CH:31]=[CH:32][C:33]=2[CH3:34])[C:28]([NH:45][CH3:44])=[O:29])[C:5]([CH3:24])=[CH:6][C:7]=1[O:8][CH2:9][C:10]1[CH:15]=[CH:14][C:13]([F:16])=[CH:12][C:11]=1[CH2:17][NH:18][C:19]([NH:21][CH2:22][CH3:23])=[O:20]. (7) Given the reactants [N+:1]([C:4]1[CH:13]=[CH:12][CH:11]=[C:10]2[C:5]=1[CH:6]=[CH:7][CH:8]=[C:9]2[CH2:14][C:15]([OH:17])=[O:16])([O-])=O, predict the reaction product. The product is: [NH2:1][C:4]1[CH:13]=[CH:12][CH:11]=[C:10]2[C:5]=1[CH:6]=[CH:7][CH:8]=[C:9]2[CH2:14][C:15]([OH:17])=[O:16].